From a dataset of Full USPTO retrosynthesis dataset with 1.9M reactions from patents (1976-2016). Predict the reactants needed to synthesize the given product. (1) Given the product [Cl:20][C:8]1[C:9]2[CH:14]=[CH:13][NH:12][C:10]=2[N:11]=[C:6]([NH:5][C:3](=[O:4])[C:2]([CH3:17])([CH3:16])[CH3:1])[N:7]=1, predict the reactants needed to synthesize it. The reactants are: [CH3:1][C:2]([CH3:17])([CH3:16])[C:3]([NH:5][C:6]1[NH:7][C:8](=O)[C:9]2[CH:14]=[CH:13][NH:12][C:10]=2[N:11]=1)=[O:4].O=P(Cl)(Cl)[Cl:20].CN(C)C1C=CC=CC=1. (2) Given the product [CH3:1][O:2][C:3]1[C:4]([O:29][CH2:30][CH2:31][CH2:32][N:33]2[CH:37]=[CH:36][CH:35]=[N:34]2)=[CH:5][C:6]2[CH2:15][CH:14]([C:16]([CH3:20])([CH3:21])[CH2:17][O:18][CH3:19])[N:13]3[C:8](=[CH:9][C:10](=[O:27])[C:11]([C:22]([OH:24])=[O:23])=[CH:12]3)[C:7]=2[CH:28]=1, predict the reactants needed to synthesize it. The reactants are: [CH3:1][O:2][C:3]1[C:4]([O:29][CH2:30][CH2:31][CH2:32][N:33]2[CH:37]=[CH:36][CH:35]=[N:34]2)=[CH:5][C:6]2[CH2:15][CH:14]([C:16]([CH3:21])([CH3:20])[CH2:17][O:18][CH3:19])[N:13]3[C:8](=[CH:9][C:10](=[O:27])[C:11]([C:22]([O:24]CC)=[O:23])=[CH:12]3)[C:7]=2[CH:28]=1.[OH-].[Na+].Cl. (3) Given the product [Br:18][C:11]1[CH:12]=[C:13]([C:14]([F:15])([F:17])[F:16])[C:8]2[N:9]([CH:19]=[C:6]([CH2:5][C:4]([OH:20])=[O:3])[N:7]=2)[CH:10]=1, predict the reactants needed to synthesize it. The reactants are: C([O:3][C:4](=[O:20])[CH2:5][C:6]1[N:7]=[C:8]2[C:13]([C:14]([F:17])([F:16])[F:15])=[CH:12][C:11]([Br:18])=[CH:10][N:9]2[CH:19]=1)C.[OH-].[Li+]. (4) Given the product [P:11]([O-:15])([O-:14])([O-:13])=[O:12].[CH:1]1[C:6]([C:7]([OH:9])=[O:8])=[CH:5][CH:4]=[C:3]([NH2:10])[CH:2]=1, predict the reactants needed to synthesize it. The reactants are: [CH:1]1[C:6]([C:7]([OH:9])=[O:8])=[CH:5][CH:4]=[C:3]([NH2:10])[CH:2]=1.[P:11](=[O:15])([OH:14])([OH:13])[OH:12]. (5) Given the product [C:1]([O:6][C@@H:7]([CH2:14]/[CH:15]=[CH:16]\[CH2:17][CH2:18][CH2:19][CH2:20][CH2:21][CH2:22][CH2:23][CH:24]([O:35][C:46]([O:45][CH2:43][CH2:57][CH2:56][N:55]([CH3:60])[CH3:54])=[O:52])[CH2:25][CH2:26][CH2:27][CH2:28][CH2:29][CH2:30][CH2:31][CH2:32][CH2:33][CH3:34])[CH2:8][CH2:9][CH2:10][CH2:11][CH2:12][CH3:13])(=[O:5])[CH2:2][CH2:3][CH3:4], predict the reactants needed to synthesize it. The reactants are: [C:1]([O:6][C@@H:7]([CH2:14]/[CH:15]=[CH:16]\[CH2:17][CH2:18][CH2:19][CH2:20][CH2:21][CH2:22][CH2:23][CH:24]([OH:35])[CH2:25][CH2:26][CH2:27][CH2:28][CH2:29][CH2:30][CH2:31][CH2:32][CH2:33][CH3:34])[CH2:8][CH2:9][CH2:10][CH2:11][CH2:12][CH3:13])(=[O:5])[CH2:2][CH2:3][CH3:4].N1C=CC=CC=1.Cl[C:43](Cl)([O:45][C:46](=[O:52])OC(Cl)(Cl)Cl)Cl.[CH3:54][N:55]([CH3:60])[CH2:56][CH2:57]CO.